Dataset: Full USPTO retrosynthesis dataset with 1.9M reactions from patents (1976-2016). Task: Predict the reactants needed to synthesize the given product. (1) The reactants are: Br[C:2]1[CH:7]=[CH:6][C:5]([C:8]2[O:12][N:11]=[C:10]([CH3:13])[C:9]=2[CH:14]=[O:15])=[CH:4][CH:3]=1.[CH2:16]([O:18][C:19]([C:21]1([C:24]2[CH:29]=[CH:28][C:27](B3OC(C)(C)C(C)(C)O3)=[CH:26][CH:25]=2)[CH2:23][CH2:22]1)=[O:20])[CH3:17]. Given the product [CH2:16]([O:18][C:19]([C:21]1([C:24]2[CH:29]=[CH:28][C:27]([C:2]3[CH:7]=[CH:6][C:5]([C:8]4[O:12][N:11]=[C:10]([CH3:13])[C:9]=4[CH:14]=[O:15])=[CH:4][CH:3]=3)=[CH:26][CH:25]=2)[CH2:22][CH2:23]1)=[O:20])[CH3:17], predict the reactants needed to synthesize it. (2) Given the product [C:36]([C:40]1[CH:41]=[C:42]([NH:43][C:27]([NH:4][C:3]2[CH:5]=[CH:6][C:7]([O:9][C:10]3[C:11]4[N:18]([CH3:19])[CH:17]=[CH:16][C:12]=4[N:13]=[CH:14][N:15]=3)=[CH:8][C:2]=2[Cl:1])=[O:28])[CH:44]=[CH:45][CH:46]=1)([CH3:39])([CH3:37])[CH3:38], predict the reactants needed to synthesize it. The reactants are: [Cl:1][C:2]1[CH:8]=[C:7]([O:9][C:10]2[C:11]3[N:18]([CH3:19])[CH:17]=[CH:16][C:12]=3[N:13]=[CH:14][N:15]=2)[CH:6]=[CH:5][C:3]=1[NH2:4].N1C=CC=CC=1.Cl[C:27](OC1C=CC=CC=1)=[O:28].[C:36]([C:40]1[CH:41]=[C:42]([CH:44]=[CH:45][CH:46]=1)[NH2:43])([CH3:39])([CH3:38])[CH3:37].